This data is from Reaction yield outcomes from USPTO patents with 853,638 reactions. The task is: Predict the reaction yield, written as a fraction of the theoretical maximum amount of product (1.0 means a 100% yield; for example, 0.34 means a 34% yield). (1) The reactants are Br[C:2]1[S:6][C:5]([C:7]([O:9][CH3:10])=[O:8])=[CH:4][CH:3]=1.[CH:11]([B-](F)(F)F)=[CH2:12].[K+].C1C=CC(P(C2C=CC=CC=2)C2C=CC=CC=2)=CC=1.C([O-])([O-])=O.[Cs+].[Cs+]. The catalyst is Cl[Pd]Cl.C1COCC1.O. The product is [CH:11]([C:2]1[S:6][C:5]([C:7]([O:9][CH3:10])=[O:8])=[CH:4][CH:3]=1)=[CH2:12]. The yield is 0.660. (2) The catalyst is CN(C)C=O. The product is [CH3:1][C:2]1[C:3]([NH:24][CH2:25][C:26](=[O:27])[N:37]2[CH2:38][CH2:43][CH2:42][CH2:41]2)=[CH:4][CH:5]=[CH:6][C:7]=1[CH2:8][N:9]1[CH:14]=[CH:13][C:12]([O:15][CH2:16][CH2:17][C:18]2[S:19][CH:20]=[CH:21][CH:22]=2)=[CH:11][C:10]1=[O:23]. The reactants are [CH3:1][C:2]1[C:7]([CH2:8][N:9]2[CH:14]=[CH:13][C:12]([O:15][CH2:16][CH2:17][C:18]3[S:19][CH:20]=[CH:21][CH:22]=3)=[CH:11][C:10]2=[O:23])=[CH:6][CH:5]=[CH:4][C:3]=1[NH:24][CH2:25][C:26](O)=[O:27].CN(C(O[N:37]1N=NC2C=[CH:41][CH:42]=[CH:43][C:38]1=2)=[N+](C)C)C.[B-](F)(F)(F)F.N1CCCC1.C(N(CC)CC)C. The yield is 0.710. (3) The reactants are [N+:1]([C:4]1[CH:5]=[N:6][NH:7][CH:8]=1)([O-:3])=[O:2].CC([O-])(C)C.[K+].Cl[CH2:16][C:17]1[C:18]([CH3:23])=[N:19][O:20][C:21]=1[CH3:22].O. The catalyst is CN(C=O)C. The product is [CH3:23][C:18]1[C:17]([CH2:16][N:6]2[CH:5]=[C:4]([N+:1]([O-:3])=[O:2])[CH:8]=[N:7]2)=[C:21]([CH3:22])[O:20][N:19]=1. The yield is 0.780. (4) The reactants are [C:1]1(=[O:11])[C:10]2[CH:5]([CH2:6][CH:7]=[CH:8][CH:9]=2)[CH2:4][CH2:3][NH:2]1.[Br:12]Br.C([O-])(O)=O.[Na+]. The catalyst is C(Cl)(Cl)Cl. The product is [Br:12][C:4]1[C:5]2[CH2:6][CH2:7][CH2:8][CH2:9][C:10]=2[C:1](=[O:11])[NH:2][CH:3]=1. The yield is 0.960. (5) The reactants are [OH:1][CH2:2][CH2:3][CH2:4][C:5]([N:7]1[C:16]2[C:11](=[C:12]([C:17]3[CH:18]=[N:19][N:20]([CH2:22][C:23]([O:25][CH2:26][CH3:27])=[O:24])[CH:21]=3)[CH:13]=[CH:14][CH:15]=2)[CH2:10][CH2:9][CH2:8]1)=[O:6].[Cl:28][C:29]1[CH:34]=[C:33]([Cl:35])[C:32]([Cl:36])=[CH:31][C:30]=1O.C1(P(C2C=CC=CC=2)C2C=CC=CC=2)C=CC=CC=1.CC(OC(/N=N/C(OC(C)C)=O)=O)C. The catalyst is C(Cl)Cl. The product is [Cl:28][C:29]1[CH:34]=[C:33]([Cl:35])[C:32]([Cl:36])=[CH:31][C:30]=1[O:1][CH2:2][CH2:3][CH2:4][C:5]([N:7]1[C:16]2[C:11](=[C:12]([C:17]3[CH:18]=[N:19][N:20]([CH2:22][C:23]([O:25][CH2:26][CH3:27])=[O:24])[CH:21]=3)[CH:13]=[CH:14][CH:15]=2)[CH2:10][CH2:9][CH2:8]1)=[O:6]. The yield is 0.320. (6) The reactants are [C:1]([O:5][C:6]([N:8]1[CH2:13][CH2:12][CH:11]([N:14]2[C:18]3=[N:19][CH:20]=[N:21][C:22](Cl)=[C:17]3[CH:16]=[N:15]2)[CH2:10][CH2:9]1)=[O:7])([CH3:4])([CH3:3])[CH3:2].[OH:24][C:25]1[CH:26]=[C:27]2[C:31](=[CH:32][CH:33]=1)[NH:30][CH:29]=[CH:28]2.C(=O)([O-])[O-].[K+].[K+]. No catalyst specified. The product is [C:1]([O:5][C:6]([N:8]1[CH2:13][CH2:12][CH:11]([N:14]2[C:18]3=[N:19][CH:20]=[N:21][C:22]([O:24][C:25]4[CH:26]=[C:27]5[C:31](=[CH:32][CH:33]=4)[NH:30][CH:29]=[CH:28]5)=[C:17]3[CH:16]=[N:15]2)[CH2:10][CH2:9]1)=[O:7])([CH3:4])([CH3:3])[CH3:2]. The yield is 0.380.